This data is from Catalyst prediction with 721,799 reactions and 888 catalyst types from USPTO. The task is: Predict which catalyst facilitates the given reaction. (1) Reactant: [CH3:1][O:2][CH2:3][CH2:4][N:5]1[CH2:12][CH2:11][C@:10]2([CH3:15])[C@@H:13]([CH3:14])[C@H:6]1[CH2:7][C:8]1[CH:19]=[CH:18][C:17]([C:20]([NH2:22])=[O:21])=[CH:16][C:9]=12.[ClH:23].CCOCC. Product: [ClH:23].[CH3:1][O:2][CH2:3][CH2:4][N:5]1[CH2:12][CH2:11][C@:10]2([CH3:15])[C@@H:13]([CH3:14])[C@H:6]1[CH2:7][C:8]1[CH:19]=[CH:18][C:17]([C:20]([NH2:22])=[O:21])=[CH:16][C:9]=12. The catalyst class is: 13. (2) Reactant: [C:1]([O:5][C:6]([N:8]1[CH2:12][CH2:11][CH2:10][C@@H:9]1[C:13](=[O:31])[NH:14][C:15]1[CH:16]=[C:17]([C:22]2[CH:27]=[CH:26][C:25]([C:28](O)=[O:29])=[CH:24][CH:23]=2)[C:18]([Cl:21])=[CH:19][CH:20]=1)=[O:7])([CH3:4])([CH3:3])[CH3:2].[CH3:32][S:33]([N:36]1[CH2:41][CH2:40][N:39]([CH2:42][C:43]2[CH:48]=[CH:47][C:46]([NH2:49])=[CH:45][CH:44]=2)[CH2:38][CH2:37]1)(=[O:35])=[O:34].CN(C(ON1N=NC2C=CC=CC1=2)=[N+](C)C)C.F[P-](F)(F)(F)(F)F.CN1CCOCC1. Product: [C:1]([O:5][C:6]([N:8]1[CH2:12][CH2:11][CH2:10][C@@H:9]1[C:13](=[O:31])[NH:14][C:15]1[CH:16]=[C:17]([C:22]2[CH:23]=[CH:24][C:25]([C:28](=[O:29])[NH:49][C:46]3[CH:47]=[CH:48][C:43]([CH2:42][N:39]4[CH2:38][CH2:37][N:36]([S:33]([CH3:32])(=[O:35])=[O:34])[CH2:41][CH2:40]4)=[CH:44][CH:45]=3)=[CH:26][CH:27]=2)[C:18]([Cl:21])=[CH:19][CH:20]=1)=[O:7])([CH3:4])([CH3:2])[CH3:3]. The catalyst class is: 3. (3) Reactant: [H-].[Na+].[N+:3]([C:6]1[C:14]2[N:13]=[CH:12][NH:11][C:10]=2[CH:9]=[CH:8][CH:7]=1)([O-:5])=[O:4].[CH2:15](I)[CH3:16]. Product: [CH2:15]([N:13]1[C:14]2[C:6]([N+:3]([O-:5])=[O:4])=[CH:7][CH:8]=[CH:9][C:10]=2[N:11]=[CH:12]1)[CH3:16]. The catalyst class is: 3. (4) Reactant: [CH2:1]([N:3]1[C:7]2=[N:8][C:9]([CH2:43][CH3:44])=[C:10]([CH2:19][NH:20][C:21](=[O:42])[CH2:22][C:23]([NH:25][CH2:26][C:27]3[CH:28]=[C:29]([C:34]4[CH:39]=[CH:38][CH:37]=[C:36]([CH:40]=O)[CH:35]=4)[C:30]([F:33])=[CH:31][CH:32]=3)=[O:24])[C:11]([NH:12][CH:13]3[CH2:18][CH2:17][O:16][CH2:15][CH2:14]3)=[C:6]2[CH:5]=[N:4]1)[CH3:2].[CH3:45][C@H:46]1[CH2:51][NH:50][CH2:49][CH2:48][N:47]1C(OC(C)(C)C)=O.C(O)(=O)C. Product: [CH2:1]([N:3]1[C:7]2=[N:8][C:9]([CH2:43][CH3:44])=[C:10]([CH2:19][NH:20][C:21](=[O:42])[CH2:22][C:23]([NH:25][CH2:26][C:27]3[CH:28]=[C:29]([C:34]4[CH:35]=[CH:36][CH:40]=[C:38]([CH2:37][N:50]5[CH2:49][CH2:48][NH:47][C@@H:46]([CH3:45])[CH2:51]5)[CH:39]=4)[C:30]([F:33])=[CH:31][CH:32]=3)=[O:24])[C:11]([NH:12][CH:13]3[CH2:14][CH2:15][O:16][CH2:17][CH2:18]3)=[C:6]2[CH:5]=[N:4]1)[CH3:2]. The catalyst class is: 16. (5) The catalyst class is: 427. Reactant: Br[C:2]1[CH:7]=[CH:6][C:5]([C:8]2[N:9]([CH2:17][C@@H:18]3[CH2:22][CH2:21][N:20]([C:23]([CH:25]4[CH2:27][CH2:26]4)=[O:24])[CH2:19]3)[C:10]3[CH:15]=[CH:14][N:13]=[CH:12][C:11]=3[N:16]=2)=[CH:4][CH:3]=1.[NH:28]1[C:36]2[C:31](=[CH:32][C:33](B(O)O)=[CH:34][CH:35]=2)[CH:30]=[CH:29]1.C(=O)(O)[O-].[Na+]. Product: [CH:25]1([C:23]([N:20]2[CH2:21][CH2:22][C@@H:18]([CH2:17][N:9]3[C:10]4[CH:15]=[CH:14][N:13]=[CH:12][C:11]=4[N:16]=[C:8]3[C:5]3[CH:6]=[CH:7][C:2]([C:33]4[CH:32]=[C:31]5[C:36](=[CH:35][CH:34]=4)[NH:28][CH:29]=[CH:30]5)=[CH:3][CH:4]=3)[CH2:19]2)=[O:24])[CH2:27][CH2:26]1.